From a dataset of Full USPTO retrosynthesis dataset with 1.9M reactions from patents (1976-2016). Predict the reactants needed to synthesize the given product. (1) Given the product [CH3:9][O:10][C:11]1[CH:18]=[CH:17][C:14]([CH2:15][N:4]2[C:3](=[O:8])[CH:2]([CH3:1])[NH:6][C:5]2=[O:7])=[CH:13][CH:12]=1, predict the reactants needed to synthesize it. The reactants are: [CH3:1][CH:2]1[NH:6][C:5](=[O:7])[NH:4][C:3]1=[O:8].[CH3:9][O:10][C:11]1[CH:18]=[CH:17][C:14]([CH2:15]Cl)=[CH:13][CH:12]=1.C(=O)([O-])[O-].[K+].[K+].[I-].[K+]. (2) Given the product [C:4]([C:3]1[CH:6]=[CH:7][CH:8]=[CH:9][C:2]=1[N:11]([CH3:10])[S:12]([CH3:15])(=[O:14])=[O:13])#[N:5], predict the reactants needed to synthesize it. The reactants are: F[C:2]1[CH:9]=[CH:8][CH:7]=[CH:6][C:3]=1[C:4]#[N:5].[CH3:10][NH:11][S:12]([CH3:15])(=[O:14])=[O:13].C(=O)([O-])[O-].[K+].[K+].CN(C)C=O. (3) The reactants are: [CH:1]([N:4]1[C:16]2[CH:15]=[C:14]([C:17]([OH:19])=O)[CH:13]=[CH:12][C:11]=2[C:10]2[C:5]1=[CH:6][CH:7]=[CH:8][CH:9]=2)([CH3:3])[CH3:2].C1N=CN(C(N2C=NC=C2)=O)C=1.C(=O)(O)O.[NH2:36][C:37]([NH2:39])=[NH:38]. Given the product [NH2:38][C:37]([NH2:39])=[N:36][C:17]([C:14]1[CH:13]=[CH:12][C:11]2[C:10]3[C:5](=[CH:6][CH:7]=[CH:8][CH:9]=3)[N:4]([CH:1]([CH3:3])[CH3:2])[C:16]=2[CH:15]=1)=[O:19], predict the reactants needed to synthesize it. (4) Given the product [NH2:14][C:13]1[CH:8]=[CH:9][C:10]([NH:15][C:1](=[O:7])/[CH:2]=[CH:3]\[C:4]([OH:6])=[O:5])=[CH:11][CH:12]=1, predict the reactants needed to synthesize it. The reactants are: [C:1]1(=[O:7])[O:6][C:4](=[O:5])[CH:3]=[CH:2]1.[CH:8]1[C:13]([NH2:14])=[CH:12][CH:11]=[C:10]([NH2:15])[CH:9]=1. (5) Given the product [Cl:1][C:2]1[C:3]2[C:10]([C:11]3[CH:16]=[CH:15][C:14]([O:17][CH2:18][CH2:19][N:20]4[CH2:25][CH2:24][N:23]([CH3:26])[CH2:22][CH2:21]4)=[C:13]([Cl:27])[C:12]=3[CH3:28])=[C:9]([I:37])[S:8][C:4]=2[N:5]=[CH:6][N:7]=1, predict the reactants needed to synthesize it. The reactants are: [Cl:1][C:2]1[C:3]2[C:10]([C:11]3[CH:16]=[CH:15][C:14]([O:17][CH2:18][CH2:19][N:20]4[CH2:25][CH2:24][N:23]([CH3:26])[CH2:22][CH2:21]4)=[C:13]([Cl:27])[C:12]=3[CH3:28])=[CH:9][S:8][C:4]=2[N:5]=[CH:6][N:7]=1.C([N-]C(C)C)(C)C.[Li+].[I:37]I. (6) Given the product [I:11][C:12]1[C:20]2[C:15](=[N:16][CH:17]=[C:18]([C:34]3[CH:35]=[CH:36][CH:37]=[CH:38][CH:39]=3)[C:19]=2[N:21]2[CH2:26][CH2:25][N:24]([C:27]([O:29][C:30]([CH3:33])([CH3:32])[CH3:31])=[O:28])[CH2:23][CH2:22]2)[N:14]([CH2:2][C:3]2[CH:8]=[CH:7][C:6]([O:9][CH3:10])=[CH:5][CH:4]=2)[N:13]=1, predict the reactants needed to synthesize it. The reactants are: Cl[CH2:2][C:3]1[CH:8]=[CH:7][C:6]([O:9][CH3:10])=[CH:5][CH:4]=1.[I:11][C:12]1[C:20]2[C:15](=[N:16][CH:17]=[C:18]([C:34]3[CH:39]=[CH:38][CH:37]=[CH:36][CH:35]=3)[C:19]=2[N:21]2[CH2:26][CH2:25][N:24]([C:27]([O:29][C:30]([CH3:33])([CH3:32])[CH3:31])=[O:28])[CH2:23][CH2:22]2)[NH:14][N:13]=1.C([O-])([O-])=O.[K+].[K+].CCOCC. (7) Given the product [CH3:1][C:2]1[C:7]([CH3:8])=[CH:6][C:5]([NH:9][CH2:14][CH2:15][CH2:16][CH2:17][CH2:18][C:19]([CH3:25])([CH3:26])[C:20]([O:22][CH2:23][CH3:24])=[O:21])=[C:4]([N+:10]([O-:12])=[O:11])[CH:3]=1, predict the reactants needed to synthesize it. The reactants are: [CH3:1][C:2]1[C:7]([CH3:8])=[CH:6][C:5]([NH2:9])=[C:4]([N+:10]([O-:12])=[O:11])[CH:3]=1.Br[CH2:14][CH2:15][CH2:16][CH2:17][CH2:18][C:19]([CH3:26])([CH3:25])[C:20]([O:22][CH2:23][CH3:24])=[O:21]. (8) The reactants are: Cl.[NH2:2][C@H:3]([C:9]1[CH:14]=[CH:13][C:12]([F:15])=[CH:11][CH:10]=1)[CH2:4][C:5]([O:7]C)=O.[CH:16](N(C(C)C)CC)(C)[CH3:17].ClC(OCC1C=CC=CC=1)=O. Given the product [NH2:2][C@H:3]([C:9]1[CH:14]=[CH:13][C:12]([F:15])=[CH:11][CH:10]=1)[CH2:4][C:5]1([OH:7])[CH2:17][CH2:16]1, predict the reactants needed to synthesize it. (9) Given the product [C:18]([N:21]1[C:29]2[C:24](=[CH:25][CH:26]=[C:27]([N:30]3[C:38](=[O:40])[C:35]([CH3:34])([CH3:37])[NH:36][C:1]3=[O:2])[CH:28]=2)[C:23]([CH3:32])([CH3:31])[CH2:22]1)(=[O:20])[CH3:19], predict the reactants needed to synthesize it. The reactants are: [C:1](N1C=CN=C1)(N1C=CN=C1)=[O:2].N1C=CN=C1.[C:18]([N:21]1[C:29]2[C:24](=[CH:25][CH:26]=[C:27]([NH2:30])[CH:28]=2)[C:23]([CH3:32])([CH3:31])[CH2:22]1)(=[O:20])[CH3:19].Cl.[CH3:34][C:35]([C:38]([O:40]C)=O)([CH3:37])[NH2:36].